From a dataset of Forward reaction prediction with 1.9M reactions from USPTO patents (1976-2016). Predict the product of the given reaction. Given the reactants [F:1][C:2]([F:12])([F:11])[C:3]1[CH:4]=[C:5]([CH:8]=[CH:9][CH:10]=1)[CH2:6]Br.[N-:13]=[N+:14]=[N-:15].[Na+].[Cl:17][C:18]1[CH:23]=[CH:22][C:21]([C:24]2[N:25]([CH2:33][CH:34]([OH:39])[C:35]([F:38])([F:37])[F:36])[C:26](=[O:32])[N:27]([CH2:29][C:30]#[CH:31])[N:28]=2)=[CH:20][CH:19]=1, predict the reaction product. The product is: [Cl:17][C:18]1[CH:23]=[CH:22][C:21]([C:24]2[N:25]([CH2:33][CH:34]([OH:39])[C:35]([F:37])([F:38])[F:36])[C:26](=[O:32])[N:27]([CH2:29][C:30]3[N:13]=[N:14][N:15]([CH2:6][C:5]4[CH:8]=[CH:9][CH:10]=[C:3]([C:2]([F:12])([F:11])[F:1])[CH:4]=4)[CH:31]=3)[N:28]=2)=[CH:20][CH:19]=1.